Dataset: Forward reaction prediction with 1.9M reactions from USPTO patents (1976-2016). Task: Predict the product of the given reaction. (1) Given the reactants [NH:1]1[CH2:6][CH2:5][O:4][CH2:3][CH2:2]1.C(=O)([O-])[O-].[Na+].[Na+].Cl[C:14]1[N:19]=[C:18]([CH3:20])[N:17]=[C:16]([O:21][C:22]2[CH:48]=[CH:47][CH:46]=[CH:45][C:23]=2[CH2:24][NH:25][C:26]([NH:28][C:29]2[N:33]([C:34]3[CH:39]=[CH:38][C:37]([CH3:40])=[CH:36][CH:35]=3)[N:32]=[C:31]([C:41]([CH3:44])([CH3:43])[CH3:42])[CH:30]=2)=[O:27])[CH:15]=1, predict the reaction product. The product is: [CH3:20][C:18]1[N:17]=[C:16]([O:21][C:22]2[CH:48]=[CH:47][CH:46]=[CH:45][C:23]=2[CH2:24][NH:25][C:26]([NH:28][C:29]2[N:33]([C:34]3[CH:35]=[CH:36][C:37]([CH3:40])=[CH:38][CH:39]=3)[N:32]=[C:31]([C:41]([CH3:44])([CH3:43])[CH3:42])[CH:30]=2)=[O:27])[CH:15]=[C:14]([N:1]2[CH2:6][CH2:5][O:4][CH2:3][CH2:2]2)[N:19]=1. (2) Given the reactants [NH2:1][C@H:2]([CH3:22])[CH2:3][O:4][C:5]1[C:20](Br)=[CH:19][C:8]2[CH2:9][CH2:10][N:11]([C:14]([O:16][CH2:17][CH3:18])=[O:15])[CH2:12][CH2:13][C:7]=2[CH:6]=1.CC(C)([O-])C.[Na+].C1(P(C2C=CC=CC=2)C2C=CC3C(=CC=CC=3)C=2C2C3C(=CC=CC=3)C=CC=2P(C2C=CC=CC=2)C2C=CC=CC=2)C=CC=CC=1, predict the reaction product. The product is: [CH3:22][C@@H:2]1[CH2:3][O:4][C:5]2[C:20](=[CH:19][C:8]3[CH2:9][CH2:10][N:11]([C:14]([O:16][CH2:17][CH3:18])=[O:15])[CH2:12][CH2:13][C:7]=3[CH:6]=2)[NH:1]1. (3) Given the reactants [F:1][C:2]1[CH:7]=[CH:6][C:5]([O:8][CH3:9])=[CH:4][C:3]=1[C:10]1[CH:15]=[CH:14][C:13]([O:16]CC2C=CC(OC)=CC=2)=[CH:12][C:11]=1[C:26](=O)[C:27]([CH3:32])([CH3:31])[CH2:28][CH2:29][CH3:30], predict the reaction product. The product is: [CH3:31][C:27]([CH3:32])([CH2:28][CH2:29][CH3:30])[CH2:26][C:11]1[CH:12]=[C:13]([OH:16])[CH:14]=[CH:15][C:10]=1[C:3]1[CH:4]=[C:5]([O:8][CH3:9])[CH:6]=[CH:7][C:2]=1[F:1]. (4) Given the reactants [C:1]([CH2:3][C:4]([O:6][CH2:7][CH3:8])=[O:5])#[N:2].C(N(C(C)C)CC)(C)C.Br[CH2:19][C:20]([C:22]1[C:27]([F:28])=[CH:26][CH:25]=[CH:24][C:23]=1[F:29])=[O:21], predict the reaction product. The product is: [C:1]([CH:3]([CH2:19][C:20]([C:22]1[C:23]([F:29])=[CH:24][CH:25]=[CH:26][C:27]=1[F:28])=[O:21])[C:4]([O:6][CH2:7][CH3:8])=[O:5])#[N:2]. (5) Given the reactants [Br:1][C:2]1[CH:3]=[N:4][C:5]2[N:6]([N:8]=[C:9]([C:11]([OH:13])=O)[CH:10]=2)[CH:7]=1.[CH3:14][CH:15]1[C:24]2[C:19](=[C:20]([C:25]3[CH:26]=[N:27][NH:28][CH:29]=3)[CH:21]=[CH:22][CH:23]=2)[CH2:18][CH2:17][NH:16]1, predict the reaction product. The product is: [Br:1][C:2]1[CH:3]=[N:4][C:5]2[N:6]([N:8]=[C:9]([C:11]([N:16]3[CH2:17][CH2:18][C:19]4[C:24](=[CH:23][CH:22]=[CH:21][C:20]=4[C:25]4[CH:29]=[N:28][NH:27][CH:26]=4)[CH:15]3[CH3:14])=[O:13])[CH:10]=2)[CH:7]=1. (6) Given the reactants [CH2:1]([N:8]1[CH2:12][CH:11]([C:13]2[CH:18]=[CH:17][CH:16]=[C:15]([O:19]C)[N:14]=2)[CH:10]([CH2:21]O)[CH2:9]1)[C:2]1[CH:7]=[CH:6][CH:5]=[CH:4][CH:3]=1.C(N(CC)C(C)C)(C)C.CS(Cl)(=O)=O, predict the reaction product. The product is: [CH2:1]([N:8]1[CH2:12][CH:11]2[C:13]3[N:14]([CH2:21][CH:10]2[CH2:9]1)[C:15](=[O:19])[CH:16]=[CH:17][CH:18]=3)[C:2]1[CH:7]=[CH:6][CH:5]=[CH:4][CH:3]=1. (7) Given the reactants C[O:2][C:3](=O)[C:4]([C:6]1[C:14]2[C:9](=[CH:10][CH:11]=[CH:12][CH:13]=2)[N:8]([CH:15]2[CH2:20][CH2:19][N:18]([CH2:21][C:22]3[CH:27]=[CH:26][CH:25]=[CH:24][CH:23]=3)[CH2:17][CH2:16]2)[CH:7]=1)=[O:5].CO.[BH4-].[Na+].[NH3:33], predict the reaction product. The product is: [CH2:21]([N:18]1[CH2:17][CH2:16][CH:15]([N:8]2[C:9]3[C:14](=[CH:13][CH:12]=[CH:11][CH:10]=3)[C:6]([CH:4]([OH:5])[C:3]([NH2:33])=[O:2])=[CH:7]2)[CH2:20][CH2:19]1)[C:22]1[CH:27]=[CH:26][CH:25]=[CH:24][CH:23]=1. (8) Given the reactants [Br:1][C:2]1[CH:16]=[CH:15][C:5]2[N:6]=[C:7]([CH2:9][C:10]([O:12]CC)=O)[S:8][C:4]=2[CH:3]=1.[OH-].[Na+].Cl.[NH2:20][CH2:21][CH2:22][S:23]([NH2:26])(=[O:25])=[O:24].CN(C(ON1N=NC2C=CC=NC1=2)=[N+](C)C)C.F[P-](F)(F)(F)(F)F, predict the reaction product. The product is: [Br:1][C:2]1[CH:16]=[CH:15][C:5]2[N:6]=[C:7]([CH2:9][C:10]([NH:20][CH2:21][CH2:22][S:23](=[O:25])(=[O:24])[NH2:26])=[O:12])[S:8][C:4]=2[CH:3]=1.